From a dataset of NCI-60 drug combinations with 297,098 pairs across 59 cell lines. Regression. Given two drug SMILES strings and cell line genomic features, predict the synergy score measuring deviation from expected non-interaction effect. (1) Drug 1: CCCCC(=O)OCC(=O)C1(CC(C2=C(C1)C(=C3C(=C2O)C(=O)C4=C(C3=O)C=CC=C4OC)O)OC5CC(C(C(O5)C)O)NC(=O)C(F)(F)F)O. Drug 2: CC1C(C(CC(O1)OC2CC(CC3=C2C(=C4C(=C3O)C(=O)C5=CC=CC=C5C4=O)O)(C(=O)C)O)N)O. Cell line: 786-0. Synergy scores: CSS=49.3, Synergy_ZIP=-0.0320, Synergy_Bliss=-0.944, Synergy_Loewe=-0.489, Synergy_HSA=-0.0224. (2) Drug 1: C1=CC(=C(C=C1I)F)NC2=C(C=CC(=C2F)F)C(=O)NOCC(CO)O. Drug 2: CCC1=C2N=C(C=C(N2N=C1)NCC3=C[N+](=CC=C3)[O-])N4CCCCC4CCO. Cell line: HCT116. Synergy scores: CSS=53.3, Synergy_ZIP=-3.40, Synergy_Bliss=-5.17, Synergy_Loewe=-5.11, Synergy_HSA=-1.91. (3) Drug 1: CCCCC(=O)OCC(=O)C1(CC(C2=C(C1)C(=C3C(=C2O)C(=O)C4=C(C3=O)C=CC=C4OC)O)OC5CC(C(C(O5)C)O)NC(=O)C(F)(F)F)O. Drug 2: C1=NNC2=C1C(=O)NC=N2. Cell line: HS 578T. Synergy scores: CSS=38.9, Synergy_ZIP=-0.801, Synergy_Bliss=-3.46, Synergy_Loewe=-18.4, Synergy_HSA=-4.54. (4) Drug 1: CCCS(=O)(=O)NC1=C(C(=C(C=C1)F)C(=O)C2=CNC3=C2C=C(C=N3)C4=CC=C(C=C4)Cl)F. Synergy scores: CSS=-3.44, Synergy_ZIP=2.81, Synergy_Bliss=3.58, Synergy_Loewe=-1.34, Synergy_HSA=-0.731. Cell line: NCIH23. Drug 2: CC1=C(C(CCC1)(C)C)C=CC(=CC=CC(=CC(=O)O)C)C. (5) Drug 1: C1=C(C(=O)NC(=O)N1)F. Drug 2: C1=NC2=C(N1)C(=S)N=C(N2)N. Cell line: NCI-H460. Synergy scores: CSS=62.7, Synergy_ZIP=-4.86, Synergy_Bliss=-5.75, Synergy_Loewe=-1.07, Synergy_HSA=1.15.